The task is: Predict the reactants needed to synthesize the given product.. This data is from Full USPTO retrosynthesis dataset with 1.9M reactions from patents (1976-2016). (1) Given the product [Cl:14][C:11]1[C:12]([CH3:13])=[C:7]([CH:5]2[CH2:4][N:3]([CH:32]3[CH2:33][O:30][CH2:31]3)[CH2:6]2)[C:8]([O:28][CH3:29])=[C:9]([CH:15]([N:17]2[C:21]3=[N:22][CH:23]=[N:24][C:25]([NH2:26])=[C:20]3[C:19]([CH3:27])=[N:18]2)[CH3:16])[CH:10]=1, predict the reactants needed to synthesize it. The reactants are: Cl.Cl.[NH:3]1[CH2:6][CH:5]([C:7]2[C:8]([O:28][CH3:29])=[C:9]([CH:15]([N:17]3[C:21]4=[N:22][CH:23]=[N:24][C:25]([NH2:26])=[C:20]4[C:19]([CH3:27])=[N:18]3)[CH3:16])[CH:10]=[C:11]([Cl:14])[C:12]=2[CH3:13])[CH2:4]1.[O:30]1[CH2:33][C:32](=O)[CH2:31]1.C(N(CC)CC)C.C(O[BH-](OC(=O)C)OC(=O)C)(=O)C.[Na+]. (2) Given the product [CH3:8][C:7]1[N:6]=[C:5]([C:9]2[CH:14]=[CH:13][CH:12]=[CH:11][C:10]=2[O:15][CH2:16][C:17]2[CH:18]=[CH:19][CH:20]=[CH:21][CH:22]=2)[N:4]([CH2:23][CH2:24][C:25]2[CH:30]=[CH:29][CH:28]=[CH:27][CH:26]=2)[C:3](=[O:31])[C:2]=1[C:34]1[CH:35]=[CH:36][S:32][CH:33]=1, predict the reactants needed to synthesize it. The reactants are: I[C:2]1[C:3](=[O:31])[N:4]([CH2:23][CH2:24][C:25]2[CH:30]=[CH:29][CH:28]=[CH:27][CH:26]=2)[C:5]([C:9]2[CH:14]=[CH:13][CH:12]=[CH:11][C:10]=2[O:15][CH2:16][C:17]2[CH:22]=[CH:21][CH:20]=[CH:19][CH:18]=2)=[N:6][C:7]=1[CH3:8].[S:32]1[CH:36]=[CH:35][C:34](B(O)O)=[CH:33]1.C(O)C.C(=O)([O-])[O-].[Na+].[Na+]. (3) Given the product [Si:25]([O:24][CH2:23][C@H:22]([NH:21][C:19]([C:15]1[N:11]2[CH:12]=[CH:13][CH:14]=[C:9]([OH:8])[C:10]2=[N:17][C:16]=1[CH3:18])=[O:20])[C:32]1[CH:37]=[CH:36][CH:35]=[CH:34][CH:33]=1)([C:28]([CH3:31])([CH3:30])[CH3:29])([CH3:27])[CH3:26], predict the reactants needed to synthesize it. The reactants are: C([O:8][C:9]1[C:10]2[N:11]([C:15]([C:19]([NH:21][C@H:22]([C:32]3[CH:37]=[CH:36][CH:35]=[CH:34][CH:33]=3)[CH2:23][O:24][Si:25]([C:28]([CH3:31])([CH3:30])[CH3:29])([CH3:27])[CH3:26])=[O:20])=[C:16]([CH3:18])[N:17]=2)[CH:12]=[CH:13][CH:14]=1)C1C=CC=CC=1. (4) Given the product [Cl:36][C:37]1[CH:45]=[C:44]([F:46])[CH:43]=[CH:42][C:38]=1[C:39]([NH:24][C:3]1[CH:4]=[C:5]([CH:8]2[C:17]([CH3:19])([CH3:18])[CH2:16][C:15]3[C:10](=[CH:11][CH:12]=[C:13]([C:20]([O:22][CH3:23])=[O:21])[CH:14]=3)[NH:9]2)[CH:6]=[CH:7][C:2]=1[F:1])=[O:40], predict the reactants needed to synthesize it. The reactants are: [F:1][C:2]1[CH:7]=[CH:6][C:5]([CH:8]2[C:17]([CH3:19])([CH3:18])[CH2:16][C:15]3[C:10](=[CH:11][CH:12]=[C:13]([C:20]([O:22][CH3:23])=[O:21])[CH:14]=3)[NH:9]2)=[CH:4][C:3]=1[N+:24]([O-])=O.C(N(CC)C(C)C)(C)C.[Cl:36][C:37]1[CH:45]=[C:44]([F:46])[CH:43]=[CH:42][C:38]=1[C:39](Cl)=[O:40]. (5) Given the product [C:13]([O:17][C:18]([N:20]1[CH2:25][CH2:24][CH:23]([C:26]([C:8]2[CH:7]=[CH:6][C:5]3[O:1][CH2:2][CH2:3][C:4]=3[CH:9]=2)=[O:27])[CH2:22][CH2:21]1)=[O:19])([CH3:16])([CH3:15])[CH3:14], predict the reactants needed to synthesize it. The reactants are: [O:1]1[C:5]2[CH:6]=[CH:7][C:8](B(O)O)=[CH:9][C:4]=2[CH2:3][CH2:2]1.[C:13]([O:17][C:18]([N:20]1[CH2:25][CH2:24][CH:23]([C:26](SC2C=CC=CC=2)=[O:27])[CH2:22][CH2:21]1)=[O:19])([CH3:16])([CH3:15])[CH3:14]. (6) Given the product [CH3:22][C:23]1[N:24]=[C:25]([C:31]2[N:32]=[N:33][N:34]([CH2:36][C:37]3[CH:38]=[CH:39][C:40]([C:43]([F:44])([F:46])[F:45])=[CH:41][CH:42]=3)[CH:35]=2)[S:26][C:27]=1[C:28]([NH:8][CH2:12][C:11]1[CH:13]=[N:17][CH:16]=[CH:15][CH:19]=1)=[O:29], predict the reactants needed to synthesize it. The reactants are: C([N:8]1[CH:12]=[C:11]([C:13]2S[C:15]([C:19](O)=O)=[C:16](C)[N:17]=2)N=N1)C1C=CC=CC=1.[CH3:22][C:23]1[N:24]=[C:25]([C:31]2[N:32]=[N:33][N:34]([CH2:36][C:37]3[CH:42]=[CH:41][C:40]([C:43]([F:46])([F:45])[F:44])=[CH:39][CH:38]=3)[CH:35]=2)[S:26][C:27]=1[C:28](O)=[O:29].N1C=CC=C(CN)C=1. (7) Given the product [NH2:1][C:2]1[N:7]=[C:6]([C:8]2[C:16]3[C:11](=[N:12][C:13]([Br:19])=[CH:14][C:15]=3[O:17][CH3:18])[NH:10][CH:9]=2)[CH:5]=[CH:4][N:3]=1, predict the reactants needed to synthesize it. The reactants are: [NH2:1][C:2]1[N:7]=[C:6]([C:8]2[C:16]3[C:11](=[N:12][C:13]([Br:19])=[CH:14][C:15]=3[O:17][CH3:18])[N:10](COCC)[CH:9]=2)[CH:5]=[CH:4][N:3]=1.Cl.C([O-])(O)=O.[Na+].